Dataset: Full USPTO retrosynthesis dataset with 1.9M reactions from patents (1976-2016). Task: Predict the reactants needed to synthesize the given product. (1) The reactants are: [CH3:1][C@H:2]1[CH2:7][N:6]2[N:8]=[CH:9][C:10]([N:11]3[CH2:15][CH:14]([CH2:16][O:17][C:18]4[N:23]=[CH:22][CH:21]=[CH:20][N:19]=4)[CH2:13][C:12]3=[O:24])=[C:5]2[CH2:4][N:3]1[C:25]([O:27]C(C)(C)C)=O.FC(F)(F)C(O)=O.C(N(C(C)C)C(C)C)C.[F:48][C:49]1[CH:50]=[C:51]([NH:57]C(=O)OC2C=CC=CC=2)[CH:52]=[C:53]([F:56])[C:54]=1[F:55]. Given the product [CH3:1][C@H:2]1[CH2:7][N:6]2[N:8]=[CH:9][C:10]([N:11]3[CH2:15][CH:14]([CH2:16][O:17][C:18]4[N:19]=[CH:20][CH:21]=[CH:22][N:23]=4)[CH2:13][C:12]3=[O:24])=[C:5]2[CH2:4][N:3]1[C:25]([NH:57][C:51]1[CH:50]=[C:49]([F:48])[C:54]([F:55])=[C:53]([F:56])[CH:52]=1)=[O:27], predict the reactants needed to synthesize it. (2) Given the product [N:1]1([CH2:6][CH2:7][C:8]2[C:16]3[C:11](=[CH:12][CH:13]=[C:14]([NH:17][C:24]([C:20]4[S:19][CH:23]=[CH:22][CH:21]=4)=[NH:25])[CH:15]=3)[NH:10][CH:9]=2)[CH2:5][CH2:4][CH2:3][CH2:2]1, predict the reactants needed to synthesize it. The reactants are: [N:1]1([CH2:6][CH2:7][C:8]2[C:16]3[C:11](=[CH:12][CH:13]=[C:14]([NH2:17])[CH:15]=3)[NH:10][CH:9]=2)[CH2:5][CH2:4][CH2:3][CH2:2]1.I.[S:19]1[CH:23]=[CH:22][CH:21]=[C:20]1[C:24](SC)=[NH:25].C([O-])(O)=O.[Na+]. (3) Given the product [CH2:1]([O:3][C:4]([C:6]1[CH:7]=[C:8]2[C:13](=[CH:14][CH:15]=1)[NH:12][CH:11]([C:16]1[CH:21]=[CH:20][CH:19]=[CH:18][C:17]=1[Br:22])[C:10]([CH3:23])([CH3:24])[CH2:9]2)=[O:5])[CH3:2], predict the reactants needed to synthesize it. The reactants are: [CH2:1]([O:3][C:4]([C:6]1[CH:7]=[C:8]2[C:13](=[CH:14][CH:15]=1)[NH:12][CH:11]([C:16]1[CH:21]=[CH:20][CH:19]=[CH:18][C:17]=1[Br:22])[C:10]([CH3:24])([CH3:23])[CH:9]2O)=[O:5])[CH3:2].FC(F)(F)C(O)=O. (4) Given the product [Br:12][C:13]1[C:22]2[O:21][CH2:20][CH2:19][N:18]([S:8]([C:5]3[CH:6]=[CH:7][C:2]([Cl:1])=[CH:3][CH:4]=3)(=[O:10])=[O:9])[C:17]=2[CH:16]=[C:15]([CH3:23])[CH:14]=1, predict the reactants needed to synthesize it. The reactants are: [Cl:1][C:2]1[CH:7]=[CH:6][C:5]([S:8](Cl)(=[O:10])=[O:9])=[CH:4][CH:3]=1.[Br:12][C:13]1[C:22]2[O:21][CH2:20][CH2:19][NH:18][C:17]=2[CH:16]=[C:15]([CH3:23])[CH:14]=1.N1C=CC=CC=1.O. (5) Given the product [NH2:45][C:36]1[N:37]([CH2:2][C:3]2[CH:4]=[CH:5][C:6]([F:27])=[C:7]([C:9]3[CH:14]=[CH:13][C:12](=[O:15])[N:11]([CH2:16][C:17]4[CH:18]=[C:19]([CH:24]=[CH:25][CH:26]=4)[C:20]([O:22][CH3:23])=[O:21])[N:10]=3)[CH:8]=2)[C:38]2[CH:43]=[CH:42][CH:41]=[CH:40][C:39]=2[N:35]=1, predict the reactants needed to synthesize it. The reactants are: Br[CH2:2][C:3]1[CH:4]=[CH:5][C:6]([F:27])=[C:7]([C:9]2[CH:14]=[CH:13][C:12](=[O:15])[N:11]([CH2:16][C:17]3[CH:18]=[C:19]([CH:24]=[CH:25][CH:26]=3)[C:20]([O:22][CH3:23])=[O:21])[N:10]=2)[CH:8]=1.C(=O)([O-])[O-].[Cs+].[Cs+].N[N:35]1[C:39]2[CH:40]=[CH:41][CH:42]=[CH:43][C:38]=2[N:37]=[CH:36]1.C[N:45](C=O)C.